Dataset: Full USPTO retrosynthesis dataset with 1.9M reactions from patents (1976-2016). Task: Predict the reactants needed to synthesize the given product. (1) Given the product [F:17][C:4]1[C:5]([C:7]2[N:11]([CH3:12])[C:10]([C:13]([F:16])([F:14])[F:15])=[N:9][CH:8]=2)=[N:21][C:20]([NH2:22])=[N:19][CH:3]=1, predict the reactants needed to synthesize it. The reactants are: CN(C)/[CH:3]=[C:4](\[F:17])/[C:5]([C:7]1[N:11]([CH3:12])[C:10]([C:13]([F:16])([F:15])[F:14])=[N:9][CH:8]=1)=O.[NH2:19][C:20]([NH2:22])=[NH:21].C(=O)([O-])[O-].C[O-].[Na+]. (2) Given the product [Br:1][C:2]1[CH:7]=[C:6]([CH2:8][C:9]2[CH:14]=[CH:13][C:12]([CH2:15][CH3:16])=[CH:11][CH:10]=2)[C:5]([Cl:17])=[CH:4][C:3]=1[OH:18], predict the reactants needed to synthesize it. The reactants are: [Br:1][C:2]1[CH:7]=[C:6]([CH2:8][C:9]2[CH:14]=[CH:13][C:12]([CH2:15][CH3:16])=[CH:11][CH:10]=2)[C:5]([Cl:17])=[CH:4][C:3]=1[O:18]C.B(Br)(Br)Br. (3) The reactants are: [CH3:1][N:2]1[C:14]2[C:15]3[CH:7]([CH2:8][N:9]([CH2:16][C:17]([O:19]C(C)(C)C)=[O:18])[C:10]=3[CH:11]=[CH:12][CH:13]=2)[CH2:6][CH2:5][CH2:4][C:3]1=[O:24].Cl. Given the product [CH3:1][N:2]1[C:14]2[C:15]3[CH:7]([CH2:8][N:9]([CH2:16][C:17]([OH:19])=[O:18])[C:10]=3[CH:11]=[CH:12][CH:13]=2)[CH2:6][CH2:5][CH2:4][C:3]1=[O:24], predict the reactants needed to synthesize it.